This data is from Full USPTO retrosynthesis dataset with 1.9M reactions from patents (1976-2016). The task is: Predict the reactants needed to synthesize the given product. (1) Given the product [Cl:6][C:7]1[CH:8]=[CH:9][C:10]2[N:11]([N:13]=[C:14]([C:16]3[CH:21]=[CH:20][CH:19]=[CH:18][CH:17]=3)[CH:15]=2)[C:12]=1[Si:23]([CH3:25])([CH3:24])[CH3:22], predict the reactants needed to synthesize it. The reactants are: C([Li])CCC.[Cl:6][C:7]1[CH:8]=[CH:9][C:10]2[N:11]([N:13]=[C:14]([C:16]3[CH:21]=[CH:20][CH:19]=[CH:18][CH:17]=3)[CH:15]=2)[CH:12]=1.[CH3:22][Si:23](Cl)([CH3:25])[CH3:24].[Cl-].[NH4+]. (2) Given the product [C:14]([O:13][C:12]([N:11]([CH:19]1[CH2:21][CH2:20]1)[CH:9]([C:4]1[CH:3]=[C:2]([C:24]#[C:23][CH2:22][NH:25][C:26](=[O:29])[O:27][CH3:28])[C:7]([Cl:8])=[N:6][CH:5]=1)[CH3:10])=[O:18])([CH3:17])([CH3:16])[CH3:15], predict the reactants needed to synthesize it. The reactants are: Br[C:2]1[CH:3]=[C:4]([CH:9]([N:11]([CH:19]2[CH2:21][CH2:20]2)[C:12](=[O:18])[O:13][C:14]([CH3:17])([CH3:16])[CH3:15])[CH3:10])[CH:5]=[N:6][C:7]=1[Cl:8].[CH2:22]([NH:25][C:26](=[O:29])[O:27][CH3:28])[C:23]#[CH:24].C(N(CC)CC)C. (3) Given the product [Cl:15][C:16]1[C:21]2[CH:22]=[C:23]([CH2:25][C:27]3[CH:32]=[CH:31][CH:30]=[C:29]([C:33]([F:36])([F:34])[F:35])[CH:28]=3)[O:24][C:20]=2[CH:19]=[CH:18][N:17]=1, predict the reactants needed to synthesize it. The reactants are: C([SiH](CC)CC)C.FC(F)(F)C(O)=O.[Cl:15][C:16]1[C:21]2[CH:22]=[C:23]([CH:25]([C:27]3[CH:32]=[CH:31][CH:30]=[C:29]([C:33]([F:36])([F:35])[F:34])[CH:28]=3)O)[O:24][C:20]=2[CH:19]=[CH:18][N:17]=1.C(=O)(O)[O-].[Na+]. (4) Given the product [CH:6]1([CH2:5][C@H:4]([N:12]2[CH2:16][C:15]([O:17][C:18]3[CH:23]=[C:22]([Cl:24])[CH:21]=[CH:20][C:19]=3[Cl:25])=[CH:14][C:13]2=[O:26])[C:3]([OH:27])=[O:2])[CH2:11][CH2:10][CH2:9][CH2:8][CH2:7]1, predict the reactants needed to synthesize it. The reactants are: C[O:2][C:3](=[O:27])[C@@H:4]([N:12]1[CH2:16][C:15]([O:17][C:18]2[CH:23]=[C:22]([Cl:24])[CH:21]=[CH:20][C:19]=2[Cl:25])=[CH:14][C:13]1=[O:26])[CH2:5][CH:6]1[CH2:11][CH2:10][CH2:9][CH2:8][CH2:7]1.[OH-].[Li+]. (5) The reactants are: Cl[C:2]1[C:3](=[O:21])[N:4]([CH2:17][CH:18]([CH3:20])[CH3:19])[C:5]([C:9]2[C:14]([F:15])=[CH:13][CH:12]=[CH:11][C:10]=2[F:16])=[C:6]([Cl:8])[N:7]=1.[I-:22].[Na+].CC(C)=O. Given the product [Cl:8][C:6]1[N:7]=[C:2]([I:22])[C:3](=[O:21])[N:4]([CH2:17][CH:18]([CH3:20])[CH3:19])[C:5]=1[C:9]1[C:14]([F:15])=[CH:13][CH:12]=[CH:11][C:10]=1[F:16], predict the reactants needed to synthesize it.